Predict the reactants needed to synthesize the given product. From a dataset of Full USPTO retrosynthesis dataset with 1.9M reactions from patents (1976-2016). (1) The reactants are: C(OC([N:11]1[CH2:16][CH:15]([O:17][CH2:18][C:19]2[CH:20]=[CH:21][C:22]3[O:27][CH2:26][CH2:25][N:24]([CH2:28][CH2:29][CH2:30][O:31][CH3:32])[C:23]=3[CH:33]=2)[CH:14]([C:34]2[CH:39]=[CH:38][C:37]([CH:40](OC(=O)COC)[CH:41]([CH3:43])[CH3:42])=[CH:36][CH:35]=2)[CH:13]([OH:50])[CH2:12]1)=O)C1C=CC=CC=1.C(CN)O. Given the product [CH2:40]([C:37]1[CH:38]=[CH:39][C:34]([CH:14]2[CH:15]([O:17][CH2:18][C:19]3[CH:20]=[CH:21][C:22]4[O:27][CH2:26][CH2:25][N:24]([CH2:28][CH2:29][CH2:30][O:31][CH3:32])[C:23]=4[CH:33]=3)[CH2:16][NH:11][CH2:12][CH:13]2[OH:50])=[CH:35][CH:36]=1)[CH:41]([CH3:42])[CH3:43], predict the reactants needed to synthesize it. (2) Given the product [NH2:14][C:10]1[C:9](=[O:17])[N:8]([CH2:7][C:6]([NH:5][CH2:4][CH:3]([CH2:19][CH3:20])[CH2:1][CH3:2])=[O:18])[CH:13]=[CH:12][CH:11]=1, predict the reactants needed to synthesize it. The reactants are: [CH2:1]([CH:3]([CH2:19][CH3:20])[CH2:4][NH:5][C:6](=[O:18])[CH2:7][N:8]1[CH:13]=[CH:12][CH:11]=[C:10]([N+:14]([O-])=O)[C:9]1=[O:17])[CH3:2].